This data is from Peptide-MHC class II binding affinity with 134,281 pairs from IEDB. The task is: Regression. Given a peptide amino acid sequence and an MHC pseudo amino acid sequence, predict their binding affinity value. This is MHC class II binding data. The peptide sequence is RLVEGVLAEIDDVCL. The MHC is HLA-DQA10501-DQB10201 with pseudo-sequence HLA-DQA10501-DQB10201. The binding affinity (normalized) is 0.752.